From a dataset of Forward reaction prediction with 1.9M reactions from USPTO patents (1976-2016). Predict the product of the given reaction. (1) The product is: [Br:12][C:13]1[CH:18]=[CH:17][C:16]([N:19]2[CH:36]=[CH:35][C:21]([C:5]3[CH:6]=[CH:7][C:2]([Br:1])=[CH:3][CH:4]=3)=[C:20]2[C:23]2[CH:28]=[CH:27][C:26]([C:29]([CH3:32])([CH3:31])[CH3:30])=[CH:25][CH:24]=2)=[CH:15][CH:14]=1. Given the reactants [Br:1][C:2]1[CH:7]=[CH:6][C:5](/C=C/C=O)=[CH:4][CH:3]=1.[Br:12][C:13]1[CH:18]=[CH:17][C:16]([NH:19][CH:20]([C:23]2[CH:28]=[CH:27][C:26]([C:29]([CH3:32])([CH3:31])[CH3:30])=[CH:25][CH:24]=2)[C:21]#N)=[CH:15][CH:14]=1.[OH-].[K+].[CH2:35](O)[CH3:36], predict the reaction product. (2) Given the reactants [CH3:1][C:2]([OH:7])([CH2:5][CH3:6])[C:3]#[CH:4].C([Li])CCC.[CH3:13][C:14](=[O:17])[CH2:15][CH3:16], predict the reaction product. The product is: [CH3:13][C:14]([OH:17])([C:4]#[C:3][C:2]([CH3:1])([OH:7])[CH2:5][CH3:6])[CH2:15][CH3:16]. (3) Given the reactants FC(F)(F)C(O)=O.C(OC(=O)[NH:14][CH:15]1[CH2:19][CH2:18][N:17]([C:20]2[CH:25]=[CH:24][C:23]([C:26]#[N:27])=[CH:22][N:21]=2)[CH2:16]1)(C)(C)C, predict the reaction product. The product is: [NH2:14][CH:15]1[CH2:19][CH2:18][N:17]([C:20]2[CH:25]=[CH:24][C:23]([C:26]#[N:27])=[CH:22][N:21]=2)[CH2:16]1. (4) The product is: [NH2:24][C:16]1[CH:17]=[CH:18][CH:19]=[C:20]2[C:15]=1[C:14](=[O:27])[N:13]([C:10]1[CH:11]=[CH:12][C:7]([C:3]([CH3:5])([CH3:4])[CH3:6])=[CH:8][CH:9]=1)[C:21]2([OH:23])[CH3:22]. Given the reactants [BH4-].[Na+].[C:3]([C:7]1[CH:12]=[CH:11][C:10]([N:13]2[C:21]([OH:23])([CH3:22])[C:20]3[C:15](=[C:16]([N+:24]([O-])=O)[CH:17]=[CH:18][CH:19]=3)[C:14]2=[O:27])=[CH:9][CH:8]=1)([CH3:6])([CH3:5])[CH3:4], predict the reaction product. (5) Given the reactants Cl[C:2]1[N:7]=[C:6]([NH2:8])[C:5]([N+:9]([O-:11])=[O:10])=[CH:4][N:3]=1.Cl.[NH:13]1[CH2:18][CH2:17][O:16][C@@H:15]([C:19]([N:21]2[CH2:25][CH2:24][CH2:23][CH2:22]2)=[O:20])[CH2:14]1.C(N(CC)CC)C, predict the reaction product. The product is: [NH2:8][C:6]1[C:5]([N+:9]([O-:11])=[O:10])=[CH:4][N:3]=[C:2]([N:13]2[CH2:18][CH2:17][O:16][C@@H:15]([C:19]([N:21]3[CH2:25][CH2:24][CH2:23][CH2:22]3)=[O:20])[CH2:14]2)[N:7]=1. (6) Given the reactants CS([C:5]1[N:6]=[C:7]([O:34][CH3:35])[C:8]2[N:13]=[C:12]([NH:14][C:15]([N:17]3[CH2:22][CH2:21][C:20]([OH:33])([C:23]4[CH:28]=[CH:27][CH:26]=[C:25]([C:29]([F:32])([F:31])[F:30])[CH:24]=4)[CH2:19][CH2:18]3)=[O:16])[S:11][C:9]=2[N:10]=1)(=O)=O.[OH-:36].[K+], predict the reaction product. The product is: [OH:36][C:5]1[N:6]=[C:7]([O:34][CH3:35])[C:8]2[N:13]=[C:12]([NH:14][C:15]([N:17]3[CH2:22][CH2:21][C:20]([OH:33])([C:23]4[CH:28]=[CH:27][CH:26]=[C:25]([C:29]([F:32])([F:31])[F:30])[CH:24]=4)[CH2:19][CH2:18]3)=[O:16])[S:11][C:9]=2[N:10]=1. (7) The product is: [CH3:21][O:22][C:23](=[O:36])[C@@H:24]([NH:31][C:32]([NH2:35])=[N:33][NH:34][C:10](=[O:12])[C@@H:9]([N:8]([C:6]([O:5][C:1]([CH3:2])([CH3:3])[CH3:4])=[O:7])[CH3:20])[CH2:13][C:14]1[CH:19]=[CH:18][CH:17]=[CH:16][CH:15]=1)[CH2:25][CH2:26][CH2:27][N+:28]([O-:30])=[O:29]. Given the reactants [C:1]([O:5][C:6]([N:8]([CH3:20])[C@@H:9]([CH2:13][C:14]1[CH:19]=[CH:18][CH:17]=[CH:16][CH:15]=1)[C:10]([OH:12])=O)=[O:7])([CH3:4])([CH3:3])[CH3:2].[CH3:21][O:22][C:23](=[O:36])[C@@H:24]([NH:31][C:32]([NH2:35])=[N:33][NH2:34])[CH2:25][CH2:26][CH2:27][N+:28]([O-:30])=[O:29].ON1C2C=CC=CC=2N=N1.C(N(CC)CC)C, predict the reaction product.